This data is from Full USPTO retrosynthesis dataset with 1.9M reactions from patents (1976-2016). The task is: Predict the reactants needed to synthesize the given product. (1) Given the product [NH2:33][C:26]1[N:27]=[C:1]([C:4]2[C:12]3[C:7](=[CH:8][CH:9]=[C:10]([Br:13])[CH:11]=3)[NH:6][C:5]=2[C:14]([NH:16][CH2:17][CH2:18][O:19][CH3:20])=[O:15])[CH:2]=[CH:32][N:30]=1, predict the reactants needed to synthesize it. The reactants are: [C:1]([C:4]1[C:12]2[C:7](=[CH:8][CH:9]=[C:10]([Br:13])[CH:11]=2)[NH:6][C:5]=1[C:14]([NH:16][CH2:17][CH2:18][O:19][CH3:20])=[O:15])(=O)[CH3:2].C(O[CH:26]([N:30]([CH3:32])C)[N:27](C)C)(C)(C)C.[NH2:33]C(N)=N.Cl.C[O-].[Na+].CO. (2) The reactants are: [C:1]([N:4]1[C:12]2[C:7](=[CH:8][C:9]([C:13](=[O:19])[CH2:14][CH2:15][CH2:16][CH2:17][CH3:18])=[CH:10][CH:11]=2)[CH2:6][C:5]1=[O:20])(=[O:3])[CH3:2].[CH3:21][CH2:22][O:23][C:24](OCC)(OCC)[C:25]1[CH:30]=[CH:29][CH:28]=[CH:27][CH:26]=1. Given the product [C:1]([N:4]1[C:12]2[C:7](=[CH:8][C:9]([C:13](=[O:19])[CH2:14][CH2:15][CH2:16][CH2:17][CH3:18])=[CH:10][CH:11]=2)[C:6](=[C:24]([O:23][CH2:22][CH3:21])[C:25]2[CH:30]=[CH:29][CH:28]=[CH:27][CH:26]=2)[C:5]1=[O:20])(=[O:3])[CH3:2], predict the reactants needed to synthesize it.